The task is: Predict the product of the given reaction.. This data is from Forward reaction prediction with 1.9M reactions from USPTO patents (1976-2016). (1) Given the reactants [F:1][C:2]([F:15])([F:14])[O:3][C:4]1[CH:9]=[CH:8][C:7]([CH2:10][C:11]([OH:13])=[O:12])=[CH:6][CH:5]=1.[C:16](Cl)(=O)C(Cl)=O.C(Cl)(Cl)(Cl)Cl.C1C(=O)N(Br)C(=O)C1.[BrH:35], predict the reaction product. The product is: [Br:35][CH:10]([C:7]1[CH:6]=[CH:5][C:4]([O:3][C:2]([F:14])([F:15])[F:1])=[CH:9][CH:8]=1)[C:11]([O:13][CH3:16])=[O:12]. (2) Given the reactants [OH:1][CH2:2][C:3]1[CH:8]=[C:7]([O:9][CH:10]([CH3:12])[CH3:11])[C:6]([O:13][CH3:14])=[CH:5][N:4]=1.[Mn]([O-])(=O)(=O)=[O:16].[K+].[OH-].[K+], predict the reaction product. The product is: [CH:10]([O:9][C:7]1[C:6]([O:13][CH3:14])=[CH:5][N:4]=[C:3]([C:2]([OH:16])=[O:1])[CH:8]=1)([CH3:11])[CH3:12]. (3) Given the reactants [O:1]=[C:2]1[C:10](=O)[C:9]2[C:4](=[CH:5][CH:6]=[CH:7][CH:8]=2)[N:3]1[CH2:12][CH2:13][CH2:14][O:15][C:16]1[CH:33]=[CH:32][C:19]2[N:20]([CH2:30][CH3:31])[C:21](=[O:29])[C:22]([CH3:28])([CH3:27])[C:23](=[O:26])[N:24]([CH3:25])[C:18]=2[CH:17]=1.O, predict the reaction product. The product is: [CH2:30]([N:20]1[C:21](=[O:29])[C:22]([CH3:28])([CH3:27])[C:23](=[O:26])[N:24]([CH3:25])[C:18]2[CH:17]=[C:16]([O:15][CH2:14][CH2:13][CH2:12][N:3]3[C:4]4[C:9](=[CH:8][CH:7]=[CH:6][CH:5]=4)[CH2:10][C:2]3=[O:1])[CH:33]=[CH:32][C:19]1=2)[CH3:31]. (4) Given the reactants [NH2:1][C:2]1[C:11]2[C:6](=[C:7](Br)[CH:8]=[CH:9][CH:10]=2)[N:5]=[N:4][C:3]=1[C:13]([NH:15][CH2:16][CH2:17][CH3:18])=[O:14].[CH3:19][O:20][C:21]1[N:26]=[CH:25][C:24](B(O)O)=[CH:23][CH:22]=1, predict the reaction product. The product is: [NH2:1][C:2]1[C:11]2[C:6](=[C:7]([C:24]3[CH:25]=[N:26][C:21]([O:20][CH3:19])=[CH:22][CH:23]=3)[CH:8]=[CH:9][CH:10]=2)[N:5]=[N:4][C:3]=1[C:13]([NH:15][CH2:16][CH2:17][CH3:18])=[O:14].